From a dataset of Forward reaction prediction with 1.9M reactions from USPTO patents (1976-2016). Predict the product of the given reaction. (1) The product is: [C:15]([C:13]1[CH:12]=[CH:11][C:3]([C:4]([O:6][C:7]([CH3:8])([CH3:9])[CH3:10])=[O:5])=[C:2]([CH3:1])[CH:14]=1)#[CH:16]. Given the reactants [CH3:1][C:2]1[CH:14]=[C:13]([C:15]#[C:16][Si](C)(C)C)[CH:12]=[CH:11][C:3]=1[C:4]([O:6][C:7]([CH3:10])([CH3:9])[CH3:8])=[O:5].C(=O)([O-])[O-].[K+].[K+].O, predict the reaction product. (2) Given the reactants [NH:1]1[CH2:4][CH:3]([NH:5][C:6]2[CH:11]=[C:10]([N:12]3[C:16]4[CH:17]=[CH:18][CH:19]=[CH:20][C:15]=4[N:14]=[C:13]3[CH:21]([F:23])[F:22])[N:9]=[C:8]([N:24]3[CH2:29][CH2:28][O:27][CH2:26][CH2:25]3)[N:7]=2)[CH2:2]1.[CH3:30][O:31][CH:32]1[CH2:37][CH2:36][CH:35]([C:38]([OH:40])=[O:39])[CH2:34][CH2:33]1.F[P-](F)(F)(F)(F)F.N1(OC(N(C)C)=[N+](C)C)C2N=CC=CC=2N=N1.C(N(CC)C(C)C)(C)C, predict the reaction product. The product is: [F:23][CH:21]([F:22])[C:13]1[N:12]([C:10]2[N:9]=[C:8]([N:24]3[CH2:25][CH2:26][O:27][CH2:28][CH2:29]3)[N:7]=[C:6]([NH:5][CH:3]3[CH2:2][N:1]([C:38]([C@H:35]4[CH2:36][CH2:37][C@@H:32]([O:31][CH3:30])[CH2:33][CH2:34]4)=[O:39])[CH2:4]3)[CH:11]=2)[C:16]2[CH:17]=[CH:18][CH:19]=[CH:20][C:15]=2[N:14]=1.[F:23][CH:21]([F:22])[C:13]1[N:12]([C:10]2[N:9]=[C:8]([N:24]3[CH2:29][CH2:28][O:27][CH2:26][CH2:25]3)[N:7]=[C:6]([NH:5][CH:3]3[CH2:2][N:1]([C:38]([C@H:35]4[CH2:34][CH2:33][C@H:32]([O:31][CH3:30])[CH2:37][CH2:36]4)=[O:40])[CH2:4]3)[CH:11]=2)[C:16]2[CH:17]=[CH:18][CH:19]=[CH:20][C:15]=2[N:14]=1.